This data is from Catalyst prediction with 721,799 reactions and 888 catalyst types from USPTO. The task is: Predict which catalyst facilitates the given reaction. (1) Reactant: [N-:1]=[N+:2]=[N-:3].[Na+].[S:5](O[S:5]([C:8]([F:11])([F:10])[F:9])(=[O:7])=[O:6])([C:8]([F:11])([F:10])[F:9])(=[O:7])=[O:6]. Product: [S:5]([N:1]=[N+:2]=[N-:3])([C:8]([F:11])([F:10])[F:9])(=[O:7])=[O:6]. The catalyst class is: 17. (2) Reactant: [CH2:1]([C:5]1[C:10]([CH2:11][NH2:12])=[C:9]([C:13]2[CH:18]=[CH:17][C:16]([CH3:19])=[CH:15][CH:14]=2)[C:8]([S:20]([C:23]2[CH:28]=[CH:27][C:26]([CH3:29])=[CH:25][CH:24]=2)(=[O:22])=[O:21])=[C:7]([CH3:30])[N:6]=1)[CH:2]([CH3:4])[CH3:3].O.[C:32]1([CH3:42])[CH:37]=[CH:36][C:35]([S:38]([OH:41])(=[O:40])=[O:39])=[CH:34][CH:33]=1. Product: [C:32]1([CH3:42])[CH:33]=[CH:34][C:35]([S:38]([OH:41])(=[O:39])=[O:40])=[CH:36][CH:37]=1.[CH2:1]([C:5]1[C:10]([CH2:11][NH2:12])=[C:9]([C:13]2[CH:18]=[CH:17][C:16]([CH3:19])=[CH:15][CH:14]=2)[C:8]([S:20]([C:23]2[CH:28]=[CH:27][C:26]([CH3:29])=[CH:25][CH:24]=2)(=[O:21])=[O:22])=[C:7]([CH3:30])[N:6]=1)[CH:2]([CH3:4])[CH3:3]. The catalyst class is: 8. (3) The catalyst class is: 20. Product: [Cl:40][C:36]1[C:35]([F:41])=[C:34]([C@@H:15]2[C@:16]([C:26]3[CH:31]=[CH:30][C:29]([Cl:32])=[CH:28][C:27]=3[F:33])([C:24]#[N:25])[C@H:17]([CH2:19][C:20]([CH3:21])([CH3:22])[CH3:23])[CH2:18][N:14]2[C:12]([N:9]2[CH2:8][CH2:7][CH:6]([CH2:5][C:4]([OH:42])=[O:3])[CH2:11][CH2:10]2)=[O:13])[CH:39]=[CH:38][CH:37]=1. Reactant: C([O:3][C:4](=[O:42])[CH2:5][CH:6]1[CH2:11][CH2:10][N:9]([C:12]([N:14]2[CH2:18][C@@H:17]([CH2:19][C:20]([CH3:23])([CH3:22])[CH3:21])[C@@:16]([C:26]3[CH:31]=[CH:30][C:29]([Cl:32])=[CH:28][C:27]=3[F:33])([C:24]#[N:25])[C@H:15]2[C:34]2[CH:39]=[CH:38][CH:37]=[C:36]([Cl:40])[C:35]=2[F:41])=[O:13])[CH2:8][CH2:7]1)C.[Li+].[OH-]. (4) Reactant: [C:1]([O:5][C:6]([NH:8][C:9](=[NH:55])[C:10]1[S:14][C:13]([S:15][CH3:16])=[C:12]([S:17]([C:20]2[CH:21]=[C:22]([C:26]3[C:31]([CH3:32])=[CH:30][C:29]([NH:33]C(OCC[Si](C)(C)C)=O)=[CH:28][C:27]=3[NH:43][C:44](=[O:54])[NH:45][CH2:46][CH2:47][CH2:48][CH2:49][CH2:50][C:51]([OH:53])=[O:52])[CH:23]=[CH:24][CH:25]=2)(=[O:19])=[O:18])[CH:11]=1)=[O:7])([CH3:4])([CH3:3])[CH3:2].[F-].C([N+](CCCC)(CCCC)CCCC)CCC. Product: [NH2:33][C:29]1[CH:30]=[C:31]([CH3:32])[C:26]([C:22]2[CH:23]=[CH:24][CH:25]=[C:20]([S:17]([C:12]3[CH:11]=[C:10]([C:9]([NH:8][C:6]([O:5][C:1]([CH3:3])([CH3:4])[CH3:2])=[O:7])=[NH:55])[S:14][C:13]=3[S:15][CH3:16])(=[O:18])=[O:19])[CH:21]=2)=[C:27]([NH:43][C:44](=[O:54])[NH:45][CH2:46][CH2:47][CH2:48][CH2:49][CH2:50][C:51]([OH:53])=[O:52])[CH:28]=1. The catalyst class is: 1. (5) Reactant: [P:1]([O:9]CC)([O:6][CH2:7][CH3:8])([O:3][CH2:4][CH3:5])=[O:2].COC(=O)[O-].[CH3:17][NH+:18]1[CH2:22][CH:21]([CH3:23])[N:20]([CH3:24])[CH:19]1[CH3:25].O. Product: [CH2:4]([O:3][P:1]([O-:9])([O:6][CH2:7][CH3:8])=[O:2])[CH3:5].[CH3:17][NH+:18]1[CH2:22][CH:21]([CH3:23])[N:20]([CH3:24])[CH:19]1[CH3:25]. The catalyst class is: 5. (6) Reactant: FC(F)(F)C(O)=O.C(O[C:13]([N:15](C)[NH:16][C:17]([CH:19]1[C:24](=O)[C@:23]2([CH3:29])[C:26]([CH3:28])([CH3:27])[C@H:20]1[CH2:21][CH2:22]2)=[O:18])=O)(C)(C)C. Product: [CH3:13][N:15]1[C:24]2[C@:23]3([CH3:29])[C:26]([CH3:28])([CH3:27])[C@@H:20]([CH2:21][CH2:22]3)[C:19]=2[C:17](=[O:18])[NH:16]1. The catalyst class is: 4. (7) Reactant: [Br:1][C:2]1[CH:7]=[C:6]([CH2:8][C:9]#[N:10])[CH:5]=[CH:4][N:3]=1.Br[CH2:12][CH2:13]Br.CCOCC.[H-].[Na+]. Product: [Br:1][C:2]1[CH:7]=[C:6]([C:8]2([C:9]#[N:10])[CH2:13][CH2:12]2)[CH:5]=[CH:4][N:3]=1. The catalyst class is: 829.